Dataset: Catalyst prediction with 721,799 reactions and 888 catalyst types from USPTO. Task: Predict which catalyst facilitates the given reaction. Reactant: C([O:3][C:4](=[O:33])[CH2:5][C:6]1[C:7]([CH3:32])=[C:8]([S:16][C:17]2[CH:22]=[CH:21][C:20]([S:23]([N:26]3[CH2:31][CH2:30][O:29][CH2:28][CH2:27]3)(=[O:25])=[O:24])=[CH:19][CH:18]=2)[N:9]2[C:14]=1[CH:13]=[CH:12][C:11]([F:15])=[CH:10]2)C.C([O:36][C:37](=[O:67])[CH2:38][C:39]1[C:40]([CH3:66])=[C:41]([S:50][C:51]2[CH:56]=[CH:55][C:54]([S:57]([N:60]3[CH2:65][CH2:64][O:63][CH2:62][CH2:61]3)(=[O:59])=[O:58])=[CH:53][CH:52]=2)[N:42]2[C:47]=1[CH:46]=[CH:45][C:44]([F:48])=[C:43]2[Cl:49])C.C(O)C.[OH-].[Li+]. Product: [F:15][C:11]1[CH:12]=[CH:13][C:14]2[N:9]([C:8]([S:16][C:17]3[CH:22]=[CH:21][C:20]([S:23]([N:26]4[CH2:31][CH2:30][O:29][CH2:28][CH2:27]4)(=[O:24])=[O:25])=[CH:19][CH:18]=3)=[C:7]([CH3:32])[C:6]=2[CH2:5][C:4]([OH:33])=[O:3])[CH:10]=1.[Cl:49][C:43]1[N:42]2[C:47]([CH:46]=[CH:45][C:44]=1[F:48])=[C:39]([CH2:38][C:37]([OH:67])=[O:36])[C:40]([CH3:66])=[C:41]2[S:50][C:51]1[CH:56]=[CH:55][C:54]([S:57]([N:60]2[CH2:65][CH2:64][O:63][CH2:62][CH2:61]2)(=[O:59])=[O:58])=[CH:53][CH:52]=1. The catalyst class is: 86.